From a dataset of Forward reaction prediction with 1.9M reactions from USPTO patents (1976-2016). Predict the product of the given reaction. Given the reactants C([O:3][C:4]([C:6]1[C:11]([O:12][CH2:13][CH3:14])=[CH:10][C:9]([O:15][CH2:16][CH3:17])=[CH:8][N:7]=1)=O)C.CC(C[AlH]CC(C)C)C, predict the reaction product. The product is: [CH2:13]([O:12][C:11]1[C:6]([CH2:4][OH:3])=[N:7][CH:8]=[C:9]([O:15][CH2:16][CH3:17])[CH:10]=1)[CH3:14].